This data is from Full USPTO retrosynthesis dataset with 1.9M reactions from patents (1976-2016). The task is: Predict the reactants needed to synthesize the given product. Given the product [NH2:33][C:29]1([C:26]2[CH:27]=[CH:28][C:23]([C:14]3[C:15]([C:17]4[CH:18]=[CH:19][CH:20]=[CH:21][CH:22]=4)=[CH:16][C:7]4[N:6]([CH2:5][S:2]([CH3:1])(=[O:4])=[O:3])[C:11](=[O:12])[CH2:10][O:9][C:8]=4[N:13]=3)=[CH:24][CH:25]=2)[CH2:32][CH2:31][CH2:30]1, predict the reactants needed to synthesize it. The reactants are: [CH3:1][S:2]([CH2:5][N:6]1[C:11](=[O:12])[CH2:10][O:9][C:8]2[N:13]=[C:14]([C:23]3[CH:28]=[CH:27][C:26]([C:29]4([NH:33]C(=O)OC(C)(C)C)[CH2:32][CH2:31][CH2:30]4)=[CH:25][CH:24]=3)[C:15]([C:17]3[CH:22]=[CH:21][CH:20]=[CH:19][CH:18]=3)=[CH:16][C:7]1=2)(=[O:4])=[O:3].